This data is from Experimentally validated miRNA-target interactions with 360,000+ pairs, plus equal number of negative samples. The task is: Binary Classification. Given a miRNA mature sequence and a target amino acid sequence, predict their likelihood of interaction. The miRNA is mmu-miR-16-5p with sequence UAGCAGCACGUAAAUAUUGGCG. The protein sequence of the target gene is MKGETPVNSTMSIGQARKMVEQLKIEASLCRIKVSKAAADLMTYCDAHACEDPLITPVPTSENPFREKKFFCALL. Result: 0 (no interaction).